This data is from Full USPTO retrosynthesis dataset with 1.9M reactions from patents (1976-2016). The task is: Predict the reactants needed to synthesize the given product. (1) Given the product [Br:1][C:2]1[CH:7]=[CH:6][C:5]([CH:8]([CH3:21])[C:9]([C:11]2[CH:12]=[N:13][C:14]([O:17][CH3:18])=[CH:15][CH:16]=2)=[O:10])=[C:4]([Cl:19])[CH:3]=1, predict the reactants needed to synthesize it. The reactants are: [Br:1][C:2]1[CH:7]=[CH:6][C:5]([CH2:8][C:9]([C:11]2[CH:12]=[N:13][C:14]([O:17][CH3:18])=[CH:15][CH:16]=2)=[O:10])=[C:4]([Cl:19])[CH:3]=1.I[CH3:21]. (2) The reactants are: [CH3:1][C:2]([C:6]1[CH:11]=[CH:10][C:9]([N+:12]([O-:14])=[O:13])=[CH:8][CH:7]=1)([CH3:5])[CH2:3][OH:4].[H-].[Na+].[CH3:17]I.O. Given the product [CH3:17][O:4][CH2:3][C:2]([C:6]1[CH:11]=[CH:10][C:9]([N+:12]([O-:14])=[O:13])=[CH:8][CH:7]=1)([CH3:1])[CH3:5], predict the reactants needed to synthesize it. (3) The reactants are: C(Cl)(=O)C(Cl)=O.[Cl:7][C:8]1[CH:13]=[CH:12][CH:11]=[CH:10][C:9]=1[CH2:14][CH:15]([CH3:23])[CH2:16][CH:17]([OH:22])[C:18]([CH3:21])([CH3:20])[CH3:19].C(N(CC)CC)C.[Cl-].[NH4+]. Given the product [Cl:7][C:8]1[CH:13]=[CH:12][CH:11]=[CH:10][C:9]=1[CH2:14][CH:15]([CH3:23])[CH2:16][C:17](=[O:22])[C:18]([CH3:20])([CH3:19])[CH3:21], predict the reactants needed to synthesize it. (4) Given the product [CH:6]1([C:9]2[C:10]([CH2:19][O:20][C:21]3[CH:26]=[CH:25][C:24]([Cl:27])=[C:23]([Cl:28])[CH:22]=3)=[CH:11][C:12]3[O:16][N:15]=[C:14]([NH:17][S:2]([CH3:1])(=[O:4])=[O:3])[C:13]=3[CH:18]=2)[CH2:7][CH2:8]1, predict the reactants needed to synthesize it. The reactants are: [CH3:1][S:2](Cl)(=[O:4])=[O:3].[CH:6]1([C:9]2[C:10]([CH2:19][O:20][C:21]3[CH:26]=[CH:25][C:24]([Cl:27])=[C:23]([Cl:28])[CH:22]=3)=[CH:11][C:12]3[O:16][N:15]=[C:14]([NH2:17])[C:13]=3[CH:18]=2)[CH2:8][CH2:7]1.C(N(CC)CC)C. (5) Given the product [I:11][C:9]1[N:8]=[C:7]2[C:3]([N:4]=[CH:5][N:6]2[CH2:12][O:13][CH2:14][CH2:15][Si:16]([CH3:19])([CH3:18])[CH3:17])=[C:2]([NH:34][C:33]2[CH:32]=[CH:31][C:30]([N:27]3[CH2:28][CH2:29][N:24]([CH:22]4[CH2:23][O:20][CH2:21]4)[CH2:25][CH2:26]3)=[CH:36][CH:35]=2)[N:10]=1, predict the reactants needed to synthesize it. The reactants are: Cl[C:2]1[N:10]=[C:9]([I:11])[N:8]=[C:7]2[C:3]=1[N:4]=[CH:5][N:6]2[CH2:12][O:13][CH2:14][CH2:15][Si:16]([CH3:19])([CH3:18])[CH3:17].[O:20]1[CH2:23][CH:22]([N:24]2[CH2:29][CH2:28][N:27]([C:30]3[CH:36]=[CH:35][C:33]([NH2:34])=[CH:32][CH:31]=3)[CH2:26][CH2:25]2)[CH2:21]1.C(N(CC)CC)C. (6) Given the product [CH3:1][O:2][C:3]([C@H:5]1[CH2:10][CH2:9][C@H:8]([C:11]2[C:15]([CH3:21])=[C:14]([CH3:17])[O:13][N:12]=2)[CH2:7][CH2:6]1)=[O:4], predict the reactants needed to synthesize it. The reactants are: [CH3:1][O:2][C:3]([C@H:5]1[CH2:10][CH2:9][C@H:8]([C:11]2[C:15](Br)=[C:14]([CH3:17])[O:13][N:12]=2)[CH2:7][CH2:6]1)=[O:4].[Cl-].C[Zn+].[CH3:21]N1CCN(C)C1=O.